This data is from NCI-60 drug combinations with 297,098 pairs across 59 cell lines. The task is: Regression. Given two drug SMILES strings and cell line genomic features, predict the synergy score measuring deviation from expected non-interaction effect. (1) Cell line: HCT-15. Drug 1: CN1CCC(CC1)COC2=C(C=C3C(=C2)N=CN=C3NC4=C(C=C(C=C4)Br)F)OC. Synergy scores: CSS=0.595, Synergy_ZIP=-7.86, Synergy_Bliss=-15.5, Synergy_Loewe=-21.5, Synergy_HSA=-14.9. Drug 2: CC12CCC3C(C1CCC2OP(=O)(O)O)CCC4=C3C=CC(=C4)OC(=O)N(CCCl)CCCl.[Na+]. (2) Drug 1: CC1CCC2CC(C(=CC=CC=CC(CC(C(=O)C(C(C(=CC(C(=O)CC(OC(=O)C3CCCCN3C(=O)C(=O)C1(O2)O)C(C)CC4CCC(C(C4)OC)OCCO)C)C)O)OC)C)C)C)OC. Drug 2: N.N.Cl[Pt+2]Cl. Cell line: UACC62. Synergy scores: CSS=57.0, Synergy_ZIP=-0.754, Synergy_Bliss=-1.11, Synergy_Loewe=-2.92, Synergy_HSA=1.46.